This data is from Catalyst prediction with 721,799 reactions and 888 catalyst types from USPTO. The task is: Predict which catalyst facilitates the given reaction. (1) Reactant: [C:1]([O:5][C:6](=[O:43])[NH:7][C@H:8]1[CH2:13][CH2:12][C@H:11]([NH:14][C:15]2[N:23]=[C:22]3[C:18]([N:19]=[CH:20][N:21]3[CH:24]3[CH2:28][CH2:27][CH2:26][CH2:25]3)=[C:17]([NH:29][CH:30]3[CH2:35][CH2:34][N:33](CC4C=CC=CC=4)[CH2:32][CH2:31]3)[N:16]=2)[CH2:10][CH2:9]1)([CH3:4])([CH3:3])[CH3:2].C([O-])=O.[NH4+].C(Cl)Cl. Product: [C:1]([O:5][C:6](=[O:43])[NH:7][C@H:8]1[CH2:13][CH2:12][C@H:11]([NH:14][C:15]2[N:23]=[C:22]3[C:18]([N:19]=[CH:20][N:21]3[CH:24]3[CH2:28][CH2:27][CH2:26][CH2:25]3)=[C:17]([NH:29][CH:30]3[CH2:31][CH2:32][NH:33][CH2:34][CH2:35]3)[N:16]=2)[CH2:10][CH2:9]1)([CH3:4])([CH3:2])[CH3:3]. The catalyst class is: 838. (2) Product: [CH:6]([C@@H:1]1[CH2:7][CH2:4][C@H:3](/[CH:8]=[CH:9]\[C:10]2[CH:15]=[CH:14][CH:13]=[CH:12][CH:11]=2)[CH2:2]1)=[CH2:5]. The catalyst class is: 7. Reactant: [CH:1]12[CH2:7][CH:4]([CH2:5][CH2:6]1)[CH:3]=[CH:2]2.[CH2:8]=[CH:9][C:10]1[CH:15]=[CH:14][CH:13]=[CH:12][CH:11]=1. (3) Reactant: [N+:1](/[CH:4]=[CH:5]/[C:6]1[CH:19]=[CH:18][C:9]([CH2:10][O:11][C:12]2[CH:17]=[CH:16][CH:15]=[CH:14][N:13]=2)=[CH:8][CH:7]=1)([O-:3])=[O:2].C(O)(=O)C.[BH4-].[Na+]. Product: [N+:1]([CH2:4][CH2:5][C:6]1[CH:19]=[CH:18][C:9]([CH2:10][O:11][C:12]2[CH:17]=[CH:16][CH:15]=[CH:14][N:13]=2)=[CH:8][CH:7]=1)([O-:3])=[O:2]. The catalyst class is: 16. (4) Reactant: [N+:1]([C:4]1[CH:5]=[C:6]2[C:11]([NH:12][C:13]3[CH:18]=[CH:17][CH:16]=[CH:15][CH:14]=3)=[C:10]([C:19]#[N:20])[CH:9]=[N:8][N:7]2[CH:21]=1)([O-:3])=[O:2].[OH-:22].[NH4+].OO. Product: [N+:1]([C:4]1[CH:5]=[C:6]2[C:11]([NH:12][C:13]3[CH:18]=[CH:17][CH:16]=[CH:15][CH:14]=3)=[C:10]([C:19]([NH2:20])=[O:22])[CH:9]=[N:8][N:7]2[CH:21]=1)([O-:3])=[O:2]. The catalyst class is: 8. (5) Reactant: [NH2:1][C:2]1[C:11]([O:12][CH3:13])=[CH:10][C:9]([Cl:14])=[CH:8][C:3]=1[C:4]([O:6]C)=[O:5].[OH-].[Na+]. Product: [NH2:1][C:2]1[C:11]([O:12][CH3:13])=[CH:10][C:9]([Cl:14])=[CH:8][C:3]=1[C:4]([OH:6])=[O:5]. The catalyst class is: 7. (6) Reactant: [I:1][C:2]1[CH:7]=[CH:6][N:5]=[C:4]2[NH:8][N:9]=[C:10]([C:11]([F:14])([F:13])[F:12])[C:3]=12.C(=O)([O-])[O-].[Cs+].[Cs+].[Cl:21][C:22]1[CH:23]=[C:24]([CH:27]=[CH:28][C:29]=1F)[C:25]#[N:26].C(OCC)(=O)C. Product: [Cl:21][C:22]1[CH:23]=[C:24]([CH:27]=[CH:28][C:29]=1[N:8]1[C:4]2=[N:5][CH:6]=[CH:7][C:2]([I:1])=[C:3]2[C:10]([C:11]([F:14])([F:12])[F:13])=[N:9]1)[C:25]#[N:26]. The catalyst class is: 58.